This data is from Full USPTO retrosynthesis dataset with 1.9M reactions from patents (1976-2016). The task is: Predict the reactants needed to synthesize the given product. (1) Given the product [Cl:1][C:2]1[CH:18]=[CH:17][C:16]([C:19]([F:22])([F:21])[F:20])=[CH:15][C:3]=1[C:4]([NH:6][C@H:7]1[CH2:12][CH2:11][C@@H:10]([CH2:13][NH:35][C:33]2[NH:32][N:31]=[C:30]([C:27]3[CH:28]=[CH:29][C:24]([F:23])=[CH:25][CH:26]=3)[CH:34]=2)[CH2:9][CH2:8]1)=[O:5], predict the reactants needed to synthesize it. The reactants are: [Cl:1][C:2]1[CH:18]=[CH:17][C:16]([C:19]([F:22])([F:21])[F:20])=[CH:15][C:3]=1[C:4]([NH:6][C@H:7]1[CH2:12][CH2:11][C@@H:10]([CH:13]=O)[CH2:9][CH2:8]1)=[O:5].[F:23][C:24]1[CH:29]=[CH:28][C:27]([C:30]2[CH:34]=[C:33]([NH2:35])[NH:32][N:31]=2)=[CH:26][CH:25]=1.C(O[BH-](OC(=O)C)OC(=O)C)(=O)C.[Na+]. (2) Given the product [F:56][C:2]1([F:1])[CH2:7][CH2:6][CH:5]([C:8]2[C:17]3[CH:16]([O:18][CH2:19][C:20]4[CH:21]=[CH:22][C:23]([O:26][CH3:27])=[CH:24][CH:25]=4)[CH2:15][C:14]([CH3:28])([CH3:29])[CH2:13][C:12]=3[N:11]=[C:10]([CH:30]3[CH2:31][CH2:32][N:33]([C:36]4[N:41]=[CH:40][C:39]([CH2:42][O:43][CH2:4][CH:5]([CH3:8])[CH3:6])=[CH:38][N:37]=4)[CH2:34][CH2:35]3)[C:9]=2[CH:44]([F:55])[C:45]2[CH:46]=[CH:47][C:48]([C:51]([F:53])([F:52])[F:54])=[CH:49][CH:50]=2)[CH2:4][CH2:3]1, predict the reactants needed to synthesize it. The reactants are: [F:1][C:2]1([F:56])[CH2:7][CH2:6][CH:5]([C:8]2[C:17]3[CH:16]([O:18][CH2:19][C:20]4[CH:25]=[CH:24][C:23]([O:26][CH3:27])=[CH:22][CH:21]=4)[CH2:15][C:14]([CH3:29])([CH3:28])[CH2:13][C:12]=3[N:11]=[C:10]([CH:30]3[CH2:35][CH2:34][N:33]([C:36]4[N:41]=[CH:40][C:39]([CH2:42][OH:43])=[CH:38][N:37]=4)[CH2:32][CH2:31]3)[C:9]=2[CH:44]([F:55])[C:45]2[CH:50]=[CH:49][C:48]([C:51]([F:54])([F:53])[F:52])=[CH:47][CH:46]=2)[CH2:4][CH2:3]1. (3) Given the product [C:20]([C:16]1[S:17][CH:18]=[CH:19][C:15]=1[NH:14][CH:2]([C:8]1[CH:9]=[CH:10][CH:11]=[CH:12][CH:13]=1)[C:3]([OH:5])=[O:4])(=[O:21])[NH2:22], predict the reactants needed to synthesize it. The reactants are: Br[CH:2]([C:8]1[CH:13]=[CH:12][CH:11]=[CH:10][CH:9]=1)[C:3]([O:5]CC)=[O:4].[NH2:14][C:15]1[CH:19]=[CH:18][S:17][C:16]=1[C:20]([NH2:22])=[O:21].[OH-].[Na+]. (4) Given the product [CH3:1][O:2][C:3]([C:5]1[N:6]([C:16]2[CH:21]=[C:20]([NH:35][CH2:34][CH2:33][CH2:32][N:26]3[CH2:31][CH2:30][O:29][CH2:28][CH2:27]3)[CH:19]=[CH:18][C:17]=2[N+:23]([O-:25])=[O:24])[CH:7]=[C:8]([C:10]2[CH:15]=[CH:14][CH:13]=[CH:12][CH:11]=2)[CH:9]=1)=[O:4], predict the reactants needed to synthesize it. The reactants are: [CH3:1][O:2][C:3]([C:5]1[N:6]([C:16]2[CH:21]=[C:20](Cl)[CH:19]=[CH:18][C:17]=2[N+:23]([O-:25])=[O:24])[CH:7]=[C:8]([C:10]2[CH:15]=[CH:14][CH:13]=[CH:12][CH:11]=2)[CH:9]=1)=[O:4].[N:26]1([CH2:32][CH2:33][CH2:34][NH2:35])[CH2:31][CH2:30][O:29][CH2:28][CH2:27]1.CCN(C(C)C)C(C)C. (5) Given the product [F:1][C:2]1[CH:7]=[CH:6][C:5]([CH2:8][C:9]([NH2:12])([CH3:10])[CH3:11])=[CH:4][C:3]=1[C:15]([F:16])([F:17])[F:18], predict the reactants needed to synthesize it. The reactants are: [F:1][C:2]1[CH:7]=[CH:6][C:5]([CH2:8][C:9]([NH:12]C=O)([CH3:11])[CH3:10])=[CH:4][C:3]=1[C:15]([F:18])([F:17])[F:16].Cl.C(=O)([O-])[O-].[K+].[K+]. (6) The reactants are: [F:1][C:2]1[C:10]2[NH:9][C:8](=[O:11])[N:7]([CH:12]3[CH2:17][CH2:16][N:15](C(OC(C)(C)C)=O)[CH2:14][CH2:13]3)[C:6]=2[CH:5]=[C:4]([CH3:25])[CH:3]=1.[ClH:26]. Given the product [ClH:26].[F:1][C:2]1[C:10]2[NH:9][C:8](=[O:11])[N:7]([CH:12]3[CH2:17][CH2:16][NH:15][CH2:14][CH2:13]3)[C:6]=2[CH:5]=[C:4]([CH3:25])[CH:3]=1.[ClH:26], predict the reactants needed to synthesize it.